Dataset: Reaction yield outcomes from USPTO patents with 853,638 reactions. Task: Predict the reaction yield, written as a fraction of the theoretical maximum amount of product (1.0 means a 100% yield; for example, 0.34 means a 34% yield). (1) The reactants are [CH3:1][C:2]1[NH:6][C:5]([NH2:7])=[N:4][CH:3]=1.C(N(C(C)C)CC)(C)C.[O:17]=[C:18]1[CH2:29][CH2:28][CH:27]=[CH:26][CH2:25][C@@H:24]([CH2:30][C:31](O)=[O:32])[C:23](=[O:34])[O:22][CH2:21][C@@H:20]([C:35]2[CH:40]=[CH:39][CH:38]=[CH:37][CH:36]=2)[NH:19]1.ON1C2N=CC=CC=2N=N1.C(N=C=NCCCN(C)C)C. The catalyst is CN(C=O)C.CCOC(C)=O. The product is [O:17]=[C:18]1[CH2:29][CH2:28][CH:27]=[CH:26][CH2:25][C@@H:24]([CH2:30][C:31]([NH:7][C:5]2[NH:6][C:2]([CH3:1])=[CH:3][N:4]=2)=[O:32])[C:23](=[O:34])[O:22][CH2:21][C@@H:20]([C:35]2[CH:36]=[CH:37][CH:38]=[CH:39][CH:40]=2)[NH:19]1. The yield is 0.800. (2) The reactants are [H-].[Na+].[Si:3]([O:20][CH2:21][CH2:22][O:23][CH2:24][C@H:25]([OH:36])[C:26]([NH:28][C:29]1[CH:34]=[CH:33][C:32]([CH3:35])=[CH:31][N:30]=1)=[O:27])([C:16]([CH3:19])([CH3:18])[CH3:17])([C:10]1[CH:15]=[CH:14][CH:13]=[CH:12][CH:11]=1)[C:4]1[CH:9]=[CH:8][CH:7]=[CH:6][CH:5]=1.Cl[C:38]1[N:43]=[CH:42][N:41]=[C:40]2[N:44]([C:47]3[C:48]([CH3:55])=[C:49]([CH:52]=[CH:53][CH:54]=3)[C:50]#[N:51])[N:45]=[CH:46][C:39]=12.C(O)(=O)CC(CC(O)=O)(C(O)=O)O. The catalyst is C1COCC1.O.CCOC(C)=O. The product is [Si:3]([O:20][CH2:21][CH2:22][O:23][CH2:24][C@H:25]([O:36][C:38]1[N:43]=[CH:42][N:41]=[C:40]2[N:44]([C:47]3[CH:54]=[CH:53][CH:52]=[C:49]([C:50]#[N:51])[C:48]=3[CH3:55])[N:45]=[CH:46][C:39]=12)[C:26]([NH:28][C:29]1[CH:34]=[CH:33][C:32]([CH3:35])=[CH:31][N:30]=1)=[O:27])([C:16]([CH3:19])([CH3:18])[CH3:17])([C:10]1[CH:11]=[CH:12][CH:13]=[CH:14][CH:15]=1)[C:4]1[CH:5]=[CH:6][CH:7]=[CH:8][CH:9]=1. The yield is 0.421. (3) The reactants are Cl.C(=[N:5][O:6][C:7]1[C:8]([C:18]#[N:19])=[N:9][CH:10]=[C:11]([O:13][N:14]=[C:15]([CH3:17])[CH3:16])[CH:12]=1)(C)C. The catalyst is CO. The product is [NH2:19][C:18]1[C:8]2=[N:9][CH:10]=[C:11]([O:13][N:14]=[C:15]([CH3:16])[CH3:17])[CH:12]=[C:7]2[O:6][N:5]=1. The yield is 0.870. (4) The reactants are [Cl:1][C:2]1[N:10]=[CH:9][CH:8]=[CH:7][C:3]=1[C:4]([OH:6])=O.[CH2:11]([NH:18][CH2:19][CH2:20][O:21][Si:22]([C:25]([CH3:28])([CH3:27])[CH3:26])([CH3:24])[CH3:23])[C:12]1[CH:17]=[CH:16][CH:15]=[CH:14][CH:13]=1.C1C=CC2N(O)N=NC=2C=1.CCN=C=NCCCN(C)C.Cl. The catalyst is CN(C=O)C.O. The product is [CH2:11]([N:18]([CH2:19][CH2:20][O:21][Si:22]([C:25]([CH3:28])([CH3:27])[CH3:26])([CH3:23])[CH3:24])[C:4](=[O:6])[C:3]1[CH:7]=[CH:8][CH:9]=[N:10][C:2]=1[Cl:1])[C:12]1[CH:17]=[CH:16][CH:15]=[CH:14][CH:13]=1. The yield is 0.580. (5) The reactants are [Mg].Br[C:3]1[CH:8]=[CH:7][CH:6]=[CH:5][C:4]=1[C:9]1[CH:14]=[CH:13][CH:12]=[CH:11][CH:10]=1.[C:15]12([P:25]([C:27]34[CH2:36][CH:31]5[CH2:32][CH:33]([CH2:35][CH:29]([CH2:30]5)[CH2:28]3)[CH2:34]4)Cl)[CH2:24][CH:19]3[CH2:20][CH:21]([CH2:23][CH:17]([CH2:18]3)[CH2:16]1)[CH2:22]2.CCOCC. The catalyst is C1COCC1.CCCCC. The product is [C:15]12([P:25]([C:27]34[CH2:28][CH:29]5[CH2:30][CH:31]([CH2:32][CH:33]([CH2:35]5)[CH2:34]3)[CH2:36]4)[C:3]3[CH:8]=[CH:7][CH:6]=[CH:5][C:4]=3[C:9]3[CH:14]=[CH:13][CH:12]=[CH:11][CH:10]=3)[CH2:16][CH:17]3[CH2:23][CH:21]([CH2:20][CH:19]([CH2:18]3)[CH2:24]1)[CH2:22]2. The yield is 0.0580.